Dataset: Full USPTO retrosynthesis dataset with 1.9M reactions from patents (1976-2016). Task: Predict the reactants needed to synthesize the given product. (1) The reactants are: [F:1][C:2]1[CH:16]=[CH:15][C:5]2[N:6]=[N:7][N:8]([CH2:11][C:12]([OH:14])=O)[C:9](=[O:10])[C:4]=2[CH:3]=1.[F:17][C:18]([F:30])([F:29])[O:19][C:20]1[CH:25]=[CH:24][C:23]([C@@H:26]([NH2:28])[CH3:27])=[CH:22][CH:21]=1. Given the product [F:1][C:2]1[CH:16]=[CH:15][C:5]2[N:6]=[N:7][N:8]([CH2:11][C:12]([NH:28][C@H:26]([C:23]3[CH:22]=[CH:21][C:20]([O:19][C:18]([F:17])([F:29])[F:30])=[CH:25][CH:24]=3)[CH3:27])=[O:14])[C:9](=[O:10])[C:4]=2[CH:3]=1, predict the reactants needed to synthesize it. (2) Given the product [C:25]12([CH2:35][O:36][C:37]3[C:45]([CH:46]4[CH2:48][C:47]4([F:50])[F:49])=[CH:44][C:40]([C:41]([NH:66][S:63]([CH:60]4[CH2:62][CH2:61]4)(=[O:65])=[O:64])=[O:42])=[C:39]([F:51])[CH:38]=3)[CH2:32][CH:31]3[CH2:33][CH:27]([CH2:28][CH:29]([CH2:30]3)[CH2:34]1)[CH2:26]2, predict the reactants needed to synthesize it. The reactants are: C12(COC3C(C4CC4)=CC(C(O)=O)=CN=3)CC3CC(CC(C3)C1)C2.[C:25]12([CH2:35][O:36][C:37]3[C:45]([CH:46]4[CH2:48][C:47]4([F:50])[F:49])=[CH:44][C:40]([C:41](O)=[O:42])=[C:39]([F:51])[CH:38]=3)[CH2:34][CH:29]3[CH2:30][CH:31]([CH2:33][CH:27]([CH2:28]3)[CH2:26]1)[CH2:32]2.COCCS(N)(=O)=O.[CH:60]1([S:63]([NH2:66])(=[O:65])=[O:64])[CH2:62][CH2:61]1. (3) Given the product [C:20]1([NH:19][C:17]([N:12]2[CH2:11][CH:10]3[CH2:16][CH:14]([CH2:15][NH:8][CH2:9]3)[CH2:13]2)=[O:18])[CH:21]=[CH:22][CH:23]=[CH:24][CH:25]=1, predict the reactants needed to synthesize it. The reactants are: C([N:8]1[CH2:15][CH:14]2[CH2:16][CH:10]([CH2:11][N:12]([C:17]([NH:19][C:20]3[CH:25]=[CH:24][CH:23]=[CH:22][CH:21]=3)=[O:18])[CH2:13]2)[CH2:9]1)C1C=CC=CC=1. (4) Given the product [Si:30]([O:29][C:16]1[CH:17]=[C:18]([O:21][Si:22]([C:25]([CH3:26])([CH3:27])[CH3:28])([CH3:24])[CH3:23])[CH:19]=[CH:20][C:15]=1[C@@H:12]1[CH2:11][CH2:10][C@H:9]([NH2:8])[CH2:14][CH2:13]1)([C:33]([CH3:34])([CH3:35])[CH3:36])([CH3:32])[CH3:31], predict the reactants needed to synthesize it. The reactants are: C([NH:8][C@H:9]1[CH2:14][CH2:13][C@@H:12]([C:15]2[CH:20]=[CH:19][C:18]([O:21][Si:22]([C:25]([CH3:28])([CH3:27])[CH3:26])([CH3:24])[CH3:23])=[CH:17][C:16]=2[O:29][Si:30]([C:33]([CH3:36])([CH3:35])[CH3:34])([CH3:32])[CH3:31])[CH2:11][CH2:10]1)C1C=CC=CC=1. (5) Given the product [CH:31]1([C:21]2[CH:20]=[C:19]([S:16]([NH:15][CH:10]3[CH2:11][CH2:12][CH2:13][C:14]4[N:6]([CH2:5][C:4]([OH:3])=[O:30])[N:7]=[CH:8][C:9]3=4)(=[O:18])=[O:17])[CH:24]=[C:23]([C:25]([F:26])([F:27])[F:28])[CH:22]=2)[CH2:33][CH2:32]1, predict the reactants needed to synthesize it. The reactants are: C([O:3][C:4](=[O:30])[CH2:5][N:6]1[C:14]2[CH2:13][CH2:12][CH2:11][CH:10]([NH:15][S:16]([C:19]3[CH:24]=[C:23]([C:25]([F:28])([F:27])[F:26])[CH:22]=[C:21](Br)[CH:20]=3)(=[O:18])=[O:17])[C:9]=2[CH:8]=[N:7]1)C.[CH:31]1(B(O)O)[CH2:33][CH2:32]1.C1(P(C2CCCCC2)C2CCCCC2)CCCCC1.P([O-])([O-])([O-])=O.[K+].[K+].[K+]. (6) Given the product [NH2:48][C:47]1[CH:49]=[C:50]([N:1]2[CH:5]=[CH:4][C:3]([C:6]3[C:14]4[C:13]([NH:15][C@H:16]([C:18]5[N:23]([C:24]6[CH:25]=[CH:26][CH:27]=[CH:28][CH:29]=6)[C:22](=[O:30])[C:21]6=[C:31]([CH3:34])[CH:32]=[CH:33][N:20]6[N:19]=5)[CH3:17])=[N:12][CH:11]=[N:10][C:9]=4[N:8]([CH2:35][O:36][CH2:37][CH2:38][Si:39]([CH3:40])([CH3:42])[CH3:41])[CH:7]=3)=[N:2]2)[CH:51]=[C:45]([O:44][CH3:43])[CH:46]=1, predict the reactants needed to synthesize it. The reactants are: [NH:1]1[CH:5]=[CH:4][C:3]([C:6]2[C:14]3[C:13]([NH:15][C@H:16]([C:18]4[N:23]([C:24]5[CH:29]=[CH:28][CH:27]=[CH:26][CH:25]=5)[C:22](=[O:30])[C:21]5=[C:31]([CH3:34])[CH:32]=[CH:33][N:20]5[N:19]=4)[CH3:17])=[N:12][CH:11]=[N:10][C:9]=3[N:8]([CH2:35][O:36][CH2:37][CH2:38][Si:39]([CH3:42])([CH3:41])[CH3:40])[CH:7]=2)=[N:2]1.[CH3:43][O:44][C:45]1[CH:46]=[C:47]([CH:49]=[C:50](B2OC(C)(C)C(C)(C)O2)[CH:51]=1)[NH2:48].N1C=CC=CC=1.C(=O)([O-])[O-].[K+].[K+]. (7) The reactants are: [C:1]([O:5][C:6](=[O:18])[NH:7][CH:8]([C:11]1[CH:16]=[CH:15][C:14]([I:17])=[CH:13][CH:12]=1)[CH2:9][OH:10])([CH3:4])([CH3:3])[CH3:2].CO[C:21](OC)([CH3:23])[CH3:22].O.C1(C)C=CC(S(O)(=O)=O)=CC=1. Given the product [C:1]([O:5][C:6]([N:7]1[CH:8]([C:11]2[CH:16]=[CH:15][C:14]([I:17])=[CH:13][CH:12]=2)[CH2:9][O:10][C:21]1([CH3:23])[CH3:22])=[O:18])([CH3:4])([CH3:2])[CH3:3], predict the reactants needed to synthesize it. (8) Given the product [Cl:1][C:2]1[C:3]([NH:10][C:11]2[CH:15]=[C:14]([CH:16]3[CH2:17][CH2:18]3)[NH:13][N:12]=2)=[N:4][C:5]([C:8]([NH2:9])=[O:20])=[N:6][CH:7]=1, predict the reactants needed to synthesize it. The reactants are: [Cl:1][C:2]1[C:3]([NH:10][C:11]2[CH:15]=[C:14]([CH:16]3[CH2:18][CH2:17]3)[NH:13][N:12]=2)=[N:4][C:5]([C:8]#[N:9])=[N:6][CH:7]=1.C([O-])([O-])=[O:20].[K+].[K+].OO.O. (9) Given the product [NH2:30][C:11]1[N:10]([CH3:14])[C:9](=[O:15])[C:8]([C:5]2[CH:6]=[CH:7][C:2]([OH:1])=[CH:3][CH:4]=2)([C:16]2[CH:21]=[C:20]([C:22]3[CH:27]=[CH:26][CH:25]=[C:24]([O:28][CH3:29])[CH:23]=3)[CH:19]=[CH:18][N:17]=2)[N:12]=1, predict the reactants needed to synthesize it. The reactants are: [OH:1][C:2]1[CH:7]=[CH:6][C:5]([C:8]2([C:16]3[CH:21]=[C:20]([C:22]4[CH:27]=[CH:26][CH:25]=[C:24]([O:28][CH3:29])[CH:23]=4)[CH:19]=[CH:18][N:17]=3)[NH:12][C:11](=S)[N:10]([CH3:14])[C:9]2=[O:15])=[CH:4][CH:3]=1.[NH3:30].